This data is from Catalyst prediction with 721,799 reactions and 888 catalyst types from USPTO. The task is: Predict which catalyst facilitates the given reaction. (1) Reactant: [Br:1][C:2]1[CH:3]=[CH:4][C:5]([CH:8]=[CH:9][C:10]([OH:12])=O)=[N:6][CH:7]=1.Cl.[CH3:14][NH:15][O:16][CH3:17].C1C=CC2N(O)N=NC=2C=1.CCN=C=NCCCN(C)C.C(N(CC)CC)C. Product: [Br:1][C:2]1[CH:3]=[CH:4][C:5]([CH:8]=[CH:9][C:10]([N:15]([O:16][CH3:17])[CH3:14])=[O:12])=[N:6][CH:7]=1. The catalyst class is: 4. (2) Reactant: [CH:1]1([C:4]([OH:6])=O)[CH2:3][CH2:2]1.N1(OC(N(C)C)=[N+](C)C)C2C=CC=CC=2N=N1.Cl.[NH:25]1[CH2:30][CH:29]=[C:28]([C:31]2[S:39][C:38]3[C:37]([C:40]4[CH:45]=[CH:44][C:43]([NH:46][S:47]([CH:50]5[CH2:52][CH2:51]5)(=[O:49])=[O:48])=[CH:42][CH:41]=4)=[N:36][CH:35]=[N:34][C:33]=3[CH:32]=2)[CH2:27][CH2:26]1.C(N(CC)C(C)C)(C)C. Product: [CH:1]1([C:4]([N:25]2[CH2:26][CH:27]=[C:28]([C:31]3[S:39][C:38]4[C:37]([C:40]5[CH:41]=[CH:42][C:43]([NH:46][S:47]([CH:50]6[CH2:52][CH2:51]6)(=[O:48])=[O:49])=[CH:44][CH:45]=5)=[N:36][CH:35]=[N:34][C:33]=4[CH:32]=3)[CH2:29][CH2:30]2)=[O:6])[CH2:3][CH2:2]1. The catalyst class is: 10.